From a dataset of Forward reaction prediction with 1.9M reactions from USPTO patents (1976-2016). Predict the product of the given reaction. (1) Given the reactants [N:1]1[CH:6]=[CH:5][C:4]([C:7]2[N:11]3[CH2:12][CH2:13][CH2:14][CH:15]([C:16]([O:18][CH2:19][CH3:20])=[O:17])[C:10]3=[N:9][N:8]=2)=[CH:3][CH:2]=1.[H-].[Na+].Cl[CH:24]([C:26]1[N:30]=[C:29]([C:31]2[CH:36]=[CH:35][CH:34]=[C:33]([Cl:37])[CH:32]=2)[O:28][N:27]=1)[CH3:25].[NH4+].[Cl-], predict the reaction product. The product is: [Cl:37][C:33]1[CH:32]=[C:31]([C:29]2[O:28][N:27]=[C:26]([CH:24]([C:15]3([C:16]([O:18][CH2:19][CH3:20])=[O:17])[CH2:14][CH2:13][CH2:12][N:11]4[C:7]([C:4]5[CH:5]=[CH:6][N:1]=[CH:2][CH:3]=5)=[N:8][N:9]=[C:10]34)[CH3:25])[N:30]=2)[CH:36]=[CH:35][CH:34]=1. (2) Given the reactants [Br:1][C:2]1[CH:10]=[C:9]2[C:5]([CH2:6][CH2:7][NH:8]2)=[CH:4][CH:3]=1.[F:11][C:12]([F:23])([F:22])[C:13](O[C:13](=[O:14])[C:12]([F:23])([F:22])[F:11])=[O:14].C(N(CC)CC)C, predict the reaction product. The product is: [Br:1][C:2]1[CH:10]=[C:9]2[C:5]([CH2:6][CH2:7][N:8]2[C:13](=[O:14])[C:12]([F:23])([F:22])[F:11])=[CH:4][CH:3]=1.